Dataset: Full USPTO retrosynthesis dataset with 1.9M reactions from patents (1976-2016). Task: Predict the reactants needed to synthesize the given product. (1) Given the product [CH2:14]([C@H:6]1[N:5]([CH:16]([CH3:18])[CH3:17])[C:4]2[N:3]=[C:2]([N:26]3[CH:27]=[CH:28][N:29]=[C:25]3[C:19]3[CH:24]=[CH:23][CH:22]=[CH:21][CH:20]=3)[N:11]=[CH:10][C:9]=2[N:8]([CH3:12])[C:7]1=[O:13])[CH3:15], predict the reactants needed to synthesize it. The reactants are: Cl[C:2]1[N:11]=[CH:10][C:9]2[N:8]([CH3:12])[C:7](=[O:13])[C@@H:6]([CH2:14][CH3:15])[N:5]([CH:16]([CH3:18])[CH3:17])[C:4]=2[N:3]=1.[C:19]1([C:25]2[NH:26][CH:27]=[CH:28][N:29]=2)[CH:24]=[CH:23][CH:22]=[CH:21][CH:20]=1.CN[C@@H]1CCCC[C@H]1NC.C([O-])([O-])=O.[K+].[K+]. (2) Given the product [O:30]1[CH2:34][CH2:33][O:32][CH:31]1[C:35]1[CH:42]=[CH:41][CH:40]=[CH:39][C:36]=1[CH2:37][NH:2][C:3]1[CH:7]=[CH:6][NH:5][C:4]=1[C:8]([O:10][CH2:11][CH3:12])=[O:9], predict the reactants needed to synthesize it. The reactants are: Cl.[NH2:2][C:3]1[CH:7]=[CH:6][NH:5][C:4]=1[C:8]([O:10][CH2:11][CH3:12])=[O:9].CCN(C(C)C)C(C)C.CC(O)=O.C([BH3-])#N.[Na+].[O:30]1[CH2:34][CH2:33][O:32][CH:31]1[C:35]1[CH:42]=[CH:41][CH:40]=[CH:39][C:36]=1[CH:37]=O. (3) Given the product [F:34][C:31]1[CH:32]=[CH:33][C:28]([S:25]([CH2:24][C:21]2[CH:22]=[CH:23][C:18]([C:12]([F:7])([C:13]([F:16])([F:15])[F:14])[C:11]([F:37])([F:36])[F:10])=[CH:19][CH:20]=2)(=[O:27])=[O:26])=[CH:29][C:30]=1[CH3:35], predict the reactants needed to synthesize it. The reactants are: C(N(S(F)(F)[F:7])CC)C.[F:10][C:11]([F:37])([F:36])[C:12]([C:18]1[CH:23]=[CH:22][C:21]([CH2:24][S:25]([C:28]2[CH:33]=[CH:32][C:31]([F:34])=[C:30]([CH3:35])[CH:29]=2)(=[O:27])=[O:26])=[CH:20][CH:19]=1)(O)[C:13]([F:16])([F:15])[F:14]. (4) Given the product [CH3:38][O:37][C:28](=[O:36])[C:29]1[CH:35]=[CH:34][CH:33]=[CH:32][C:30]=1[NH:31][C:13](=[O:15])[CH2:12][NH:11][C:9]([O:8][CH2:7][C:4]1[CH:3]=[CH:2][CH:1]=[CH:6][CH:5]=1)=[O:10], predict the reactants needed to synthesize it. The reactants are: [CH:1]1[CH:6]=[CH:5][C:4]([CH2:7][O:8][C:9]([NH:11][CH2:12][C:13]([OH:15])=O)=[O:10])=[CH:3][CH:2]=1.C(N1C=CN=C1)(N1C=CN=C1)=O.[C:28]([O:37][CH3:38])(=[O:36])[C:29]1[C:30](=[CH:32][CH:33]=[CH:34][CH:35]=1)[NH2:31]. (5) Given the product [CH3:1][C:2]1([CH3:9])[O:6][CH:5]([CH2:7][O:24][C:20]2[CH:19]=[C:18]([B:13]3[O:14][C:15]([CH3:17])([CH3:16])[C:11]([CH3:25])([CH3:10])[O:12]3)[CH:23]=[CH:22][CH:21]=2)[CH2:4][CH2:3]1, predict the reactants needed to synthesize it. The reactants are: [CH3:1][C:2]1([CH3:9])[O:6][CH:5]([CH2:7]Br)[CH2:4][CH2:3]1.[CH3:10][C:11]1([CH3:25])[C:15]([CH3:17])([CH3:16])[O:14][B:13]([C:18]2[CH:19]=[C:20]([OH:24])[CH:21]=[CH:22][CH:23]=2)[O:12]1.C([O-])([O-])=O.[K+].[K+].